From a dataset of Reaction yield outcomes from USPTO patents with 853,638 reactions. Predict the reaction yield, written as a fraction of the theoretical maximum amount of product (1.0 means a 100% yield; for example, 0.34 means a 34% yield). (1) The reactants are C(O)C.Cl.C(=O)([O-])[O-].[Na+].[Na+].O.[Si:12]([O:19][C@@H:20]1[C@H:24]([CH2:25][O:26][Si](C(C)(C)C)(C)C)[CH2:23][C@@H:22]([O:34][C:35]2[CH:40]=[C:39]([Cl:41])[N:38]=[CH:37][N:36]=2)[CH2:21]1)([C:15]([CH3:18])([CH3:17])[CH3:16])([CH3:14])[CH3:13]. No catalyst specified. The product is [Si:12]([O:19][C@H:20]1[CH2:21][C@H:22]([O:34][C:35]2[CH:40]=[C:39]([Cl:41])[N:38]=[CH:37][N:36]=2)[CH2:23][C@H:24]1[CH2:25][OH:26])([C:15]([CH3:18])([CH3:16])[CH3:17])([CH3:14])[CH3:13]. The yield is 0.720. (2) The reactants are [CH:1]([C:3]1[CH:4]=[C:5]([CH3:22])[CH:6]=[C:7]2[C:12]=1[O:11][CH:10]([C:13]([F:16])([F:15])[F:14])[C:9]([C:17]([O:19][CH2:20][CH3:21])=[O:18])=[CH:8]2)=[O:2].[BH4-].[Na+]. The catalyst is C1COCC1.C(O)C. The product is [OH:2][CH2:1][C:3]1[CH:4]=[C:5]([CH3:22])[CH:6]=[C:7]2[C:12]=1[O:11][CH:10]([C:13]([F:15])([F:16])[F:14])[C:9]([C:17]([O:19][CH2:20][CH3:21])=[O:18])=[CH:8]2. The yield is 0.930. (3) The reactants are [C:1]([C:3]1[CH:4]=[C:5]([C:11]2[O:15][N:14]=[C:13]([C:16]3[CH:33]=[CH:32][C:19]4[CH2:20][CH2:21][N:22](C(OC(C)(C)C)=O)[CH2:23][CH2:24][C:18]=4[CH:17]=3)[N:12]=2)[CH:6]=[CH:7][C:8]=1[O:9][CH3:10])#[N:2].O1CCOCC1.[ClH:40]. No catalyst specified. The product is [ClH:40].[CH3:10][O:9][C:8]1[CH:7]=[CH:6][C:5]([C:11]2[O:15][N:14]=[C:13]([C:16]3[CH:33]=[CH:32][C:19]4[CH2:20][CH2:21][NH:22][CH2:23][CH2:24][C:18]=4[CH:17]=3)[N:12]=2)=[CH:4][C:3]=1[C:1]#[N:2]. The yield is 0.627. (4) The product is [Cl:1][C:2]1[N:7]=[CH:6][N+:5]([O-:20])=[C:4]2[CH2:8][CH2:9][C@@H:10]([CH3:11])[C:3]=12. The yield is 0.530. The catalyst is C(Cl)(Cl)Cl.O. The reactants are [Cl:1][C:2]1[C:3]2[C@H:10]([CH3:11])[CH2:9][CH2:8][C:4]=2[N:5]=[CH:6][N:7]=1.C1C=C(Cl)C=C(C(OO)=[O:20])C=1.[O-]S([O-])(=S)=O.[Na+].[Na+].C([O-])([O-])=O.[Na+].[Na+]. (5) The reactants are [BH4-].[Na+].[Te].Br[C:5]1(Br)[CH2:9][CH:8]([C:10]2[CH:11]=[N:12][CH:13]=[C:14]([Br:16])[CH:15]=2)[NH:7][C:6]1=[O:17]. The catalyst is C(O)C. The product is [Br:16][C:14]1[CH:15]=[C:10]([CH:8]2[NH:7][C:6](=[O:17])[CH2:5][CH2:9]2)[CH:11]=[N:12][CH:13]=1. The yield is 0.740. (6) The reactants are [C:1]([O:5][C:6]([N:8]1[CH2:13][CH2:12][CH:11]([C:14]2[CH:19]=[CH:18][C:17]([N+:20]([O-])=O)=[C:16]([O:23][CH3:24])[CH:15]=2)[CH:10]([F:25])[CH2:9]1)=[O:7])([CH3:4])([CH3:3])[CH3:2]. The catalyst is CO.[Pd]. The product is [C:1]([O:5][C:6]([N:8]1[CH2:13][CH2:12][CH:11]([C:14]2[CH:19]=[CH:18][C:17]([NH2:20])=[C:16]([O:23][CH3:24])[CH:15]=2)[CH:10]([F:25])[CH2:9]1)=[O:7])([CH3:4])([CH3:3])[CH3:2]. The yield is 0.980. (7) The reactants are [Br:1][C:2]1[CH:3]=[CH:4][C:5](I)=[C:6]([NH2:8])[CH:7]=1.[CH2:10]([N:14]1[CH2:18][CH2:17][CH2:16][C@H:15]1[CH3:19])[CH2:11][C:12]#[CH:13].C(N(CC)CC)C. The catalyst is C(#N)C.Cl[Pd](Cl)([P](C1C=CC=CC=1)(C1C=CC=CC=1)C1C=CC=CC=1)[P](C1C=CC=CC=1)(C1C=CC=CC=1)C1C=CC=CC=1.[Cu]I. The product is [Br:1][C:2]1[CH:3]=[CH:4][C:5]([C:13]#[C:12][CH2:11][CH2:10][N:14]2[CH2:18][CH2:17][CH2:16][C@H:15]2[CH3:19])=[C:6]([NH2:8])[CH:7]=1. The yield is 0.300. (8) The reactants are [Cl:1][C:2]1[N:7]=[C:6]([N:8](C(OC(C)(C)C)=O)[N:9](C(OC(C)(C)C)=O)C(OC(C)(C)C)=O)[C:5]([F:31])=[C:4]([N:32]2[CH2:41][CH2:40][N:39]3[C@@H:34]([CH2:35][O:36][CH2:37][CH2:38]3)[CH2:33]2)[N:3]=1.Cl.O1CCOCC1. The catalyst is CO. The product is [Cl:1][C:2]1[N:3]=[C:4]([N:32]2[CH2:41][CH2:40][N:39]3[C@@H:34]([CH2:35][O:36][CH2:37][CH2:38]3)[CH2:33]2)[C:5]([F:31])=[C:6]([NH:8][NH2:9])[N:7]=1. The yield is 0.650. (9) The reactants are [Br:1][C:2]1[CH:13]=[CH:12][C:5]([O:6][CH2:7][CH2:8][CH2:9][CH2:10][NH2:11])=[CH:4][CH:3]=1.[C:14]([O:18][C:19](O[C:19]([O:18][C:14]([CH3:17])([CH3:16])[CH3:15])=[O:20])=[O:20])([CH3:17])([CH3:16])[CH3:15]. The catalyst is C1COCC1. The product is [Br:1][C:2]1[CH:13]=[CH:12][C:5]([O:6][CH2:7][CH2:8][CH2:9][CH2:10][NH:11][C:19](=[O:20])[O:18][C:14]([CH3:17])([CH3:16])[CH3:15])=[CH:4][CH:3]=1. The yield is 0.710.